Predict the reaction yield, written as a fraction of the theoretical maximum amount of product (1.0 means a 100% yield; for example, 0.34 means a 34% yield). From a dataset of Reaction yield outcomes from USPTO patents with 853,638 reactions. (1) The reactants are [Cl:1][CH2:2][C:3]([C:5]1[CH:6]=[C:7]2[C:11](=[CH:12][CH:13]=1)[NH:10][C:9](=[O:14])[CH2:8]2)=O.C([SiH](CC)CC)C.O. The catalyst is FC(F)(F)C(O)=O. The product is [Cl:1][CH2:2][CH2:3][C:5]1[CH:6]=[C:7]2[C:11](=[CH:12][CH:13]=1)[NH:10][C:9](=[O:14])[CH2:8]2. The yield is 0.650. (2) The reactants are CC1(C)C(C)(C)OB([C:9]2[CH:10]=[CH:11][C:12]3[CH2:19][N:18]([C:20](=[O:22])[CH3:21])[C:17]4[CH:23]=[CH:24][CH:25]=[CH:26][C:16]=4[CH:15]=[CH:14][C:13]=3[CH:27]=2)O1.[Br:29][C:30]1[CH:35]=[CH:34][CH:33]=[C:32](Br)[N:31]=1.C([O-])([O-])=O.[Na+].[Na+]. The yield is 0.600. The catalyst is C1C=CC([P]([Pd]([P](C2C=CC=CC=2)(C2C=CC=CC=2)C2C=CC=CC=2)([P](C2C=CC=CC=2)(C2C=CC=CC=2)C2C=CC=CC=2)[P](C2C=CC=CC=2)(C2C=CC=CC=2)C2C=CC=CC=2)(C2C=CC=CC=2)C2C=CC=CC=2)=CC=1. The product is [Br:29][C:30]1[N:31]=[C:32]([C:9]2[CH:10]=[CH:11][C:12]3[CH2:19][N:18]([C:20](=[O:22])[CH3:21])[C:17]4[CH:23]=[CH:24][CH:25]=[CH:26][C:16]=4[CH:15]=[CH:14][C:13]=3[CH:27]=2)[CH:33]=[CH:34][CH:35]=1. (3) The reactants are [CH3:1][C:2]1([CH3:16])[CH2:7][O:6][C:5]2([CH2:14][CH2:13][CH2:12][C:11](=O)[CH2:10][CH2:9][CH2:8]2)[O:4][CH2:3]1.C[N:18]1[CH:23]=[C:22]([N+:24]([O-:26])=[O:25])[CH:21]=C([N+]([O-])=O)C1=O.N. The catalyst is CO. The product is [CH3:1][C:2]1([CH3:16])[CH2:7][O:6][C:5]2([CH2:14][CH2:13][CH2:12][C:11]3=[N:18][CH:23]=[C:22]([N+:24]([O-:26])=[O:25])[CH:21]=[C:10]3[CH2:9][CH2:8]2)[O:4][CH2:3]1. The yield is 0.925. (4) The reactants are [CH3:1][O:2][C:3]([CH:5]1[CH2:9][CH:8]([OH:10])[CH:7]=[C:6]1[C:11]([O:13]C)=[O:12])=[O:4].[Li+].[OH-].C1(C)C=CC=CC=1.CO. The yield is 0.270. The catalyst is O1CCOCC1.O. The product is [CH3:1][O:2][C:3]([C:5]1[C@H:6]([C:11]([OH:13])=[O:12])[CH2:7][C@H:8]([OH:10])[CH:9]=1)=[O:4]. (5) The reactants are [Br:1][C:2]1[CH:7]=[CH:6][C:5]([C:8]2([NH2:11])[CH2:10][CH2:9]2)=[CH:4][CH:3]=1.[C:12](O[C:12]([O:14][C:15]([CH3:18])([CH3:17])[CH3:16])=[O:13])([O:14][C:15]([CH3:18])([CH3:17])[CH3:16])=[O:13].C(=O)(O)[O-].[Na+]. The catalyst is O1CCCC1.O. The product is [Br:1][C:2]1[CH:3]=[CH:4][C:5]([C:8]2([NH:11][C:12](=[O:13])[O:14][C:15]([CH3:18])([CH3:17])[CH3:16])[CH2:9][CH2:10]2)=[CH:6][CH:7]=1. The yield is 0.990. (6) The reactants are [Cl:1][C:2]1[C:23]([Cl:24])=[CH:22][C:5]2[N:6]([C:11]3[CH:16]=[CH:15][C:14]([C@H:17]4[CH2:20][C@H:19](O)[CH2:18]4)=[CH:13][CH:12]=3)[C:7]([CH2:9][CH3:10])=[N:8][C:4]=2[CH:3]=1.C1(P(C2C=CC=CC=2)C2C=CC=CC=2)C=CC=CC=1.C1(P([N:58]=[N+:59]=[N-:60])(C2C=CC=CC=2)=O)C=CC=CC=1.N(C(OCC)=O)=NC(OCC)=O. The catalyst is C1COCC1.C(OCC)(=O)C. The product is [Cl:1][C:2]1[C:23]([Cl:24])=[CH:22][C:5]2[N:6]([C:11]3[CH:16]=[CH:15][C:14]([C@@H:17]4[CH2:20][C@H:19]([N:58]=[N+:59]=[N-:60])[CH2:18]4)=[CH:13][CH:12]=3)[C:7]([CH2:9][CH3:10])=[N:8][C:4]=2[CH:3]=1. The yield is 0.830. (7) The reactants are [C:1]([C:3]1[C:11]2[C:6](=[CH:7][C:8]([O:12][CH3:13])=[CH:9][CH:10]=2)[N:5]([CH2:14][CH3:15])[C:4]=1[C:16]1[CH:26]=[CH:25][C:19]([O:20][CH2:21][C:22](O)=[O:23])=[CH:18][CH:17]=1)#[N:2].C(Cl)Cl.[C:30](Cl)(=[O:34])[C:31](Cl)=O.[CH3:36][N:37](C=O)[CH3:38]. No catalyst specified. The product is [CH2:14]([N:5]1[C:6]2[C:11](=[CH:10][CH:9]=[C:8]([O:12][CH3:13])[CH:7]=2)[C:3]([C:1]#[N:2])=[C:4]1[C:16]1[CH:17]=[CH:18][C:19]([O:20][CH2:21][C:22]([N:37]2[CH2:38][CH2:31][CH:30]([OH:34])[CH2:36]2)=[O:23])=[CH:25][CH:26]=1)[CH3:15]. The yield is 0.790. (8) The catalyst is CC(C)=O. The product is [N+:9]([C:4]1[CH:3]=[C:2]([Cl:1])[CH:7]=[C:6]([CH2:14][CH:13]=[CH2:12])[C:5]=1[OH:8])([O-:11])=[O:10]. The reactants are [Cl:1][C:2]1[CH:7]=[CH:6][C:5]([OH:8])=[C:4]([N+:9]([O-:11])=[O:10])[CH:3]=1.[CH2:12](Br)[CH:13]=[CH2:14].C(=O)([O-])[O-].[K+].[K+]. The yield is 0.500. (9) The reactants are [C:1]1([SH:11])[C:10]2[C:5](=[CH:6][CH:7]=[CH:8][CH:9]=2)[CH:4]=[CH:3][CH:2]=1.Cl[C:13]1[S:17][C:16]([C:18](=[O:20])[CH3:19])=[CH:15][C:14]=1[N+:21]([O-:23])=[O:22]. No catalyst specified. The product is [C:1]1([S:11][C:13]2[S:17][C:16]([C:18](=[O:20])[CH3:19])=[CH:15][C:14]=2[N+:21]([O-:23])=[O:22])[C:10]2[C:5](=[CH:6][CH:7]=[CH:8][CH:9]=2)[CH:4]=[CH:3][CH:2]=1. The yield is 0.290.